Predict the reaction yield, written as a fraction of the theoretical maximum amount of product (1.0 means a 100% yield; for example, 0.34 means a 34% yield). From a dataset of Reaction yield outcomes from USPTO patents with 853,638 reactions. The yield is 0.890. The product is [CH2:3]([O:4][C:5](=[O:7])[CH2:6][N:15]1[CH2:20][CH2:19][CH2:18][CH2:17][CH2:16]1)[CH3:2]. The catalyst is O1CCCC1. The reactants are Br[CH2:2][CH2:3][O:4][C:5](=[O:7])[CH3:6].CCN(CC)CC.[NH:15]1[CH2:20][CH2:19][CH2:18][CH2:17][CH2:16]1.